Dataset: Full USPTO retrosynthesis dataset with 1.9M reactions from patents (1976-2016). Task: Predict the reactants needed to synthesize the given product. (1) Given the product [F:63][C:59]1[CH:58]=[C:57]([CH2:56][N:49]2[C:50]3[C:46](=[CH:45][C:44]([S:41]([N:38]4[CH2:39][CH2:40][C@H:37]4[CH2:36][O:29][C:30]4[CH:35]=[CH:34][CH:33]=[CH:32][CH:31]=4)(=[O:43])=[O:42])=[CH:52][CH:51]=3)[C:47](=[O:54])[C:48]2=[O:53])[CH:62]=[CH:61][N:60]=1, predict the reactants needed to synthesize it. The reactants are: CN1C2C(=CC(S(N3CCC[C@H]3COC3C=CC=CC=3)(=O)=O)=CC=2)C(=O)C1=O.[O:29]([CH2:36][C@@H:37]1[CH2:40][CH2:39][N:38]1[S:41]([C:44]1[CH:45]=[C:46]2[C:50](=[CH:51][CH:52]=1)[NH:49][C:48](=[O:53])[C:47]2=[O:54])(=[O:43])=[O:42])[C:30]1[CH:35]=[CH:34][CH:33]=[CH:32][CH:31]=1.Br[CH2:56][C:57]1[CH:62]=[CH:61][N:60]=[C:59]([F:63])[CH:58]=1. (2) Given the product [C:16]([C:5]1[NH:4][C:3]([C:7]([O:9][CH3:10])=[O:8])=[C:2]([Cl:1])[CH:6]=1)(=[O:17])[CH3:15], predict the reactants needed to synthesize it. The reactants are: [Cl:1][C:2]1[CH:6]=[CH:5][NH:4][C:3]=1[C:7]([O:9][CH3:10])=[O:8].Cl[Sn]Cl.O.[CH3:15][CH2:16][O:17]C(C)=O. (3) Given the product [O:1]=[C:2]1[CH2:10][C:9]2[C:4](=[CH:5][CH:6]=[CH:7][CH:8]=2)[N:3]1[CH2:12][C:13]([NH2:15])=[O:14], predict the reactants needed to synthesize it. The reactants are: [O:1]=[C:2]1[C:10](=O)[C:9]2[C:4](=[CH:5][CH:6]=[CH:7][CH:8]=2)[N:3]1[CH2:12][C:13]([NH2:15])=[O:14].O.Cl. (4) Given the product [O:3]=[C:2]1[C:7]([C:8]([O:10][CH3:11])=[O:9])=[CH:6][CH:5]=[CH:4][N:21]1[C:16]1[CH:17]=[CH:18][CH:13]=[CH:14][N:15]=1, predict the reactants needed to synthesize it. The reactants are: O=[C:2]1[C:7]([C:8]([O:10][CH3:11])=[O:9])=[CH:6][CH:5]=[CH:4][O:3]1.N[C:13]1[CH:14]=[N:15][CH:16]=[CH:17][CH:18]=1.CC[N:21]=C=NCCCN(C)C.Cl. (5) The reactants are: C[C:2]1[CH:10]=[C:9]([O:11][C:12]2[CH:17]=[CH:16][C:15]([CH2:18][N:19]3[CH2:24][CH2:23][CH:22]([N:25]4[C@H:29]([C:30]5[CH:35]=[CH:34][CH:33]=[CH:32][CH:31]=5)[CH2:28][O:27][C:26]4=[O:36])[CH2:21][CH2:20]3)=[C:14]([CH3:37])[N:13]=2)[CH:8]=[CH:7][C:3]=1[C:4]([OH:6])=[O:5].FC1C=[C:45]([O:47]C2C=CC(C=O)=C(C)N=2)C=CC=1C#N.C(C1C=CC(OC2C=CC(C#N)=C(C)C=2)=NC=1C)=O. Given the product [CH3:45][O:47][C:2]1[CH:10]=[C:9]([O:11][C:12]2[CH:17]=[CH:16][C:15]([CH2:18][N:19]3[CH2:20][CH2:21][CH:22]([N:25]4[C@H:29]([C:30]5[CH:35]=[CH:34][CH:33]=[CH:32][CH:31]=5)[CH2:28][O:27][C:26]4=[O:36])[CH2:23][CH2:24]3)=[C:14]([CH3:37])[N:13]=2)[CH:8]=[CH:7][C:3]=1[C:4]([OH:6])=[O:5], predict the reactants needed to synthesize it. (6) The reactants are: [CH3:1][C:2](C)(C1C=CC=C(C(C)(C)O)C=1)O.C(OC=C)(=O)C.[OH:21][C:22]([C:25]1[CH:30]=[CH:29][CH:28]=[C:27]([C:31]([CH3:36])([O:33][CH:34]=[CH2:35])[CH3:32])[CH:26]=1)([CH3:24])[CH3:23]. Given the product [CH3:32][C:31]([C:27]1[CH:28]=[CH:29][CH:30]=[C:25]([C:22]([O:21][CH:1]=[CH2:2])([CH3:24])[CH3:23])[CH:26]=1)([O:33][CH:34]=[CH2:35])[CH3:36], predict the reactants needed to synthesize it. (7) Given the product [O:1]=[C:2]1[CH:8]([CH2:9][C:10]([OH:12])=[O:11])[CH2:7][C:6]2[CH:14]=[CH:15][C:16]([O:18][CH2:19][CH2:20][CH2:21][N:22]([C:30]3[CH:35]=[CH:34][CH:33]=[CH:32][N:31]=3)[C:23](=[O:29])[CH2:24][C:25]([CH3:28])([CH3:27])[CH3:26])=[CH:17][C:5]=2[CH2:4][N:3]1[CH2:36][C:37]1[CH:42]=[CH:41][C:40]([C:43]([F:46])([F:44])[F:45])=[CH:39][CH:38]=1, predict the reactants needed to synthesize it. The reactants are: [O:1]=[C:2]1[CH:8]([CH2:9][C:10]([O:12]C)=[O:11])[CH2:7][C:6]2[CH:14]=[CH:15][C:16]([O:18][CH2:19][CH2:20][CH2:21][N:22]([C:30]3[CH:35]=[CH:34][CH:33]=[CH:32][N:31]=3)[C:23](=[O:29])[CH2:24][C:25]([CH3:28])([CH3:27])[CH3:26])=[CH:17][C:5]=2[CH2:4][N:3]1[CH2:36][C:37]1[CH:42]=[CH:41][C:40]([C:43]([F:46])([F:45])[F:44])=[CH:39][CH:38]=1.N1C=CC=CC=1NCCCOC1C=CC2CC(CC(OCC)=O)C(=O)NCC=2C=1.